Dataset: Peptide-MHC class I binding affinity with 185,985 pairs from IEDB/IMGT. Task: Regression. Given a peptide amino acid sequence and an MHC pseudo amino acid sequence, predict their binding affinity value. This is MHC class I binding data. (1) The peptide sequence is WCSQTDYQY. The MHC is HLA-A01:01 with pseudo-sequence HLA-A01:01. The binding affinity (normalized) is 0.348. (2) The peptide sequence is GPFQSFVS. The MHC is H-2-Db with pseudo-sequence H-2-Db. The binding affinity (normalized) is 0. (3) The peptide sequence is ERWFVRNPF. The MHC is HLA-B39:01 with pseudo-sequence HLA-B39:01. The binding affinity (normalized) is 0.0847. (4) The peptide sequence is QRALFMHFR. The MHC is HLA-A31:01 with pseudo-sequence HLA-A31:01. The binding affinity (normalized) is 0.730. (5) The peptide sequence is HIVGKSCPK. The MHC is HLA-A03:01 with pseudo-sequence HLA-A03:01. The binding affinity (normalized) is 0.140. (6) The peptide sequence is YTFTSLFSL. The MHC is HLA-C05:01 with pseudo-sequence HLA-C05:01. The binding affinity (normalized) is 0.0847. (7) The peptide sequence is TTARIAVRV. The MHC is HLA-A01:01 with pseudo-sequence HLA-A01:01. The binding affinity (normalized) is 0.212.